Predict the product of the given reaction. From a dataset of Forward reaction prediction with 1.9M reactions from USPTO patents (1976-2016). (1) Given the reactants [Cl:1][C:2]1[CH:3]=[CH:4][C:5]([C:9]2[N:13]([CH2:14][CH:15]3[CH2:20][CH2:19][CH2:18][CH2:17][CH2:16]3)[C:12]3[CH:21]=[C:22]([F:26])[C:23]([F:25])=[CH:24][C:11]=3[N:10]=2)=[C:6]([OH:8])[CH:7]=1.[CH3:27][O:28][C:29](=[O:39])[CH2:30][C:31]1[CH:36]=[CH:35][C:34]([CH2:37]Br)=[CH:33][CH:32]=1, predict the reaction product. The product is: [CH3:27][O:28][C:29](=[O:39])[CH2:30][C:31]1[CH:32]=[CH:33][C:34]([CH2:37][O:8][C:6]2[CH:7]=[C:2]([Cl:1])[CH:3]=[CH:4][C:5]=2[C:9]2[N:13]([CH2:14][CH:15]3[CH2:16][CH2:17][CH2:18][CH2:19][CH2:20]3)[C:12]3[CH:21]=[C:22]([F:26])[C:23]([F:25])=[CH:24][C:11]=3[N:10]=2)=[CH:35][CH:36]=1. (2) The product is: [NH2:41][CH2:40][CH2:39][N:37]([CH3:38])[CH2:36][CH2:35][CH2:34][N:33]([CH3:42])[CH2:32][CH2:31][NH:30][C:13]1[C:14]2[C:2](=[O:1])[C:3]3[CH:4]=[N:5][CH:6]=[CH:7][C:8]=3[C:9]=2[C:10]2[CH:29]=[CH:28][CH:27]=[CH:26][C:11]=2[N:12]=1. Given the reactants [O:1]=[C:2]1[C:14]2[C:13](OS(C3C=CC(C)=CC=3)(=O)=O)=[N:12][C:11]3[CH:26]=[CH:27][CH:28]=[CH:29][C:10]=3[C:9]=2[C:8]2[CH:7]=[CH:6][N:5]=[CH:4][C:3]1=2.[NH2:30][CH2:31][CH2:32][N:33]([CH3:42])[CH2:34][CH2:35][CH2:36][N:37]([CH2:39][CH2:40][NH2:41])[CH3:38], predict the reaction product. (3) Given the reactants C1(C)C=CC=CC=1.[F:8][C:9]([F:20])([F:19])[C:10]1[CH:11]=[C:12]([C:16](=[O:18])[CH3:17])[CH:13]=[CH:14][CH:15]=1.C1C=C[NH+]=CC=1.[Br:27][Br-]Br, predict the reaction product. The product is: [Br:27][CH2:17][C:16]([C:12]1[CH:13]=[CH:14][CH:15]=[C:10]([C:9]([F:19])([F:20])[F:8])[CH:11]=1)=[O:18]. (4) Given the reactants Cl[C:2]1[CH:7]=[CH:6][CH:5]=[CH:4][CH:3]=1.[NH2:8][CH2:9][CH:10]1[CH2:15][CH2:14][NH:13][CH2:12][CH2:11]1.CC([O-])(C)C.[Na+], predict the reaction product. The product is: [NH:13]1[CH2:14][CH2:15][CH:10]([CH2:9][NH:8][C:2]2[CH:7]=[CH:6][CH:5]=[CH:4][CH:3]=2)[CH2:11][CH2:12]1.